This data is from Catalyst prediction with 721,799 reactions and 888 catalyst types from USPTO. The task is: Predict which catalyst facilitates the given reaction. (1) Reactant: [CH3:1][Si:2]([CH2:5][CH2:6][O:7][CH2:8]Cl)([CH3:4])[CH3:3].[Br:10][C:11]1[C:15]2=[N:16][CH:17]=[C:18]([S:20][CH3:21])[N:19]=[C:14]2[NH:13][C:12]=1[C:22]1[CH:27]=[CH:26][C:25]([C:28]2([NH:32][C:33](=[O:39])[O:34][C:35]([CH3:38])([CH3:37])[CH3:36])[CH2:31][CH2:30][CH2:29]2)=[CH:24][CH:23]=1.[H-].[Na+].CO. Product: [Br:10][C:11]1[C:15]2=[N:16][CH:17]=[C:18]([S:20][CH3:21])[N:19]=[C:14]2[N:13]([CH2:8][O:7][CH2:6][CH2:5][Si:2]([CH3:4])([CH3:3])[CH3:1])[C:12]=1[C:22]1[CH:23]=[CH:24][C:25]([C:28]2([NH:32][C:33](=[O:39])[O:34][C:35]([CH3:37])([CH3:36])[CH3:38])[CH2:29][CH2:30][CH2:31]2)=[CH:26][CH:27]=1. The catalyst class is: 1. (2) Reactant: [CH3:1][C:2]1[C:7]2[CH2:8][CH2:9][CH:10]([C:14]([OH:16])=O)[CH2:11][C:12](=[O:13])[C:6]=2[CH:5]=[CH:4][CH:3]=1.C(Cl)(=O)C(Cl)=O.Cl.[Cl:24][C:25]1[CH:30]=[CH:29][CH:28]=[C:27]([Cl:31])[C:26]=1[CH:32]1[CH2:37][CH2:36][NH:35][CH2:34][CH2:33]1.C(N(CC)CC)C. Product: [CH3:1][C:2]1[C:7]2[CH2:8][CH2:9][CH:10]([C:14]([N:35]3[CH2:34][CH2:33][CH:32]([C:26]4[C:25]([Cl:24])=[CH:30][CH:29]=[CH:28][C:27]=4[Cl:31])[CH2:37][CH2:36]3)=[O:16])[CH2:11][C:12](=[O:13])[C:6]=2[CH:5]=[CH:4][CH:3]=1. The catalyst class is: 34.